From a dataset of Catalyst prediction with 721,799 reactions and 888 catalyst types from USPTO. Predict which catalyst facilitates the given reaction. (1) Reactant: [Na+].[I-].C1(OC)C=CC=CC=1.C[Si](Cl)(C)C.[NH2:16][C:17]1[C:47]([C:48]([F:51])([F:50])[F:49])=[CH:46][C:20]([CH2:21][C@H:22]([C:31]([N:33]2[CH2:38][CH2:37][CH:36]([N:39]3[CH2:44][CH2:43][N:42]([CH3:45])[CH2:41][CH2:40]3)[CH2:35][CH2:34]2)=[O:32])[CH2:23][C:24]([O:26]C(C)(C)C)=[O:25])=[CH:19][C:18]=1[Cl:52]. The catalyst class is: 10. Product: [NH2:16][C:17]1[C:47]([C:48]([F:50])([F:49])[F:51])=[CH:46][C:20]([CH2:21][C@H:22]([C:31]([N:33]2[CH2:38][CH2:37][CH:36]([N:39]3[CH2:40][CH2:41][N:42]([CH3:45])[CH2:43][CH2:44]3)[CH2:35][CH2:34]2)=[O:32])[CH2:23][C:24]([OH:26])=[O:25])=[CH:19][C:18]=1[Cl:52]. (2) Reactant: Br[C:2]1[CH:11]=[N:10][C:9]2[C:8]([N:12]3[CH2:17][CH2:16][O:15][CH2:14][CH2:13]3)=[N:7][C:6]([Cl:18])=[N:5][C:4]=2[CH:3]=1.[N:19]1[CH:24]=[C:23](B(O)O)[CH:22]=[N:21][CH:20]=1.C(=O)([O-])[O-].[Na+].[Na+].CN(C=O)C. Product: [Cl:18][C:6]1[N:7]=[C:8]([N:12]2[CH2:17][CH2:16][O:15][CH2:14][CH2:13]2)[C:9]2[N:10]=[CH:11][C:2]([C:23]3[CH:24]=[N:19][CH:20]=[N:21][CH:22]=3)=[CH:3][C:4]=2[N:5]=1. The catalyst class is: 189. (3) Reactant: [C:1](Cl)([C:14]1[CH:19]=[CH:18][CH:17]=[CH:16][CH:15]=1)([C:8]1[CH:13]=[CH:12][CH:11]=[CH:10][CH:9]=1)[C:2]1[CH:7]=[CH:6][CH:5]=[CH:4][CH:3]=1.[C:21]([O:25][CH2:26][CH3:27])(=[O:24])[CH2:22][OH:23].N1C=CC=CC=1.Cl. Product: [CH2:26]([O:25][C:21](=[O:24])[CH2:22][O:23][C:1]([C:14]1[CH:19]=[CH:18][CH:17]=[CH:16][CH:15]=1)([C:8]1[CH:13]=[CH:12][CH:11]=[CH:10][CH:9]=1)[C:2]1[CH:7]=[CH:6][CH:5]=[CH:4][CH:3]=1)[CH3:27]. The catalyst class is: 344. (4) Reactant: [N+:1]([C:4]1[CH:9]=[CH:8][C:7]([C:10]2[CH:15]=[CH:14][CH:13]=[C:12]([N:16]3[CH2:20][CH2:19][CH2:18][CH2:17]3)[N:11]=2)=[CH:6][CH:5]=1)([O-])=O.C(O)(=O)C. Product: [N:16]1([C:12]2[N:11]=[C:10]([C:7]3[CH:6]=[CH:5][C:4]([NH2:1])=[CH:9][CH:8]=3)[CH:15]=[CH:14][CH:13]=2)[CH2:20][CH2:19][CH2:18][CH2:17]1. The catalyst class is: 791. (5) Reactant: [C:1]([O:5][C:6]([N:8]1[CH2:13][CH2:12][N:11]([C:14]2[CH:19]=[CH:18][C:17]([Cl:20])=[CH:16][C:15]=2[CH:21]=O)[CH2:10][CH2:9]1)=[O:7])([CH3:4])([CH3:3])[CH3:2].[Cl:23][C:24]1[CH:32]=[C:31]2[C:27]([CH2:28][C:29](=[O:33])[NH:30]2)=[CH:26][CH:25]=1.N1CCCC1. Product: [C:1]([O:5][C:6]([N:8]1[CH2:9][CH2:10][N:11]([C:14]2[CH:19]=[CH:18][C:17]([Cl:20])=[CH:16][C:15]=2/[CH:21]=[C:28]2\[C:29](=[O:33])[NH:30][C:31]3[C:27]\2=[CH:26][CH:25]=[C:24]([Cl:23])[CH:32]=3)[CH2:12][CH2:13]1)=[O:7])([CH3:4])([CH3:3])[CH3:2]. The catalyst class is: 5. (6) Reactant: C(N(CC)CC)C.[CH3:8][C:9]1([CH3:35])[NH:13][CH2:12][CH:11]([CH2:14][N:15]2[C:23]3[C:18](=[CH:19][C:20]([C:24]4[CH:25]=[N:26][N:27]([CH:29]5[CH2:34][CH2:33][CH2:32][CH2:31][O:30]5)[CH:28]=4)=[CH:21][CH:22]=3)[CH:17]=[CH:16]2)[CH2:10]1.[C:36]1([S:42](Cl)(=[O:44])=[O:43])[CH:41]=[CH:40][CH:39]=[CH:38][CH:37]=1.C(=O)(O)[O-].[Na+]. Product: [CH3:8][C:9]1([CH3:35])[N:13]([S:42]([C:36]2[CH:41]=[CH:40][CH:39]=[CH:38][CH:37]=2)(=[O:44])=[O:43])[CH2:12][CH:11]([CH2:14][N:15]2[C:23]3[C:18](=[CH:19][C:20]([C:24]4[CH:25]=[N:26][N:27]([CH:29]5[CH2:34][CH2:33][CH2:32][CH2:31][O:30]5)[CH:28]=4)=[CH:21][CH:22]=3)[CH:17]=[CH:16]2)[CH2:10]1. The catalyst class is: 4. (7) Reactant: [Br:1][C:2]1[CH:7]=[CH:6][CH:5]=[CH:4][C:3]=1[OH:8].[CH:9]#[C:10][CH2:11]Br.C([O-])([O-])=O.[K+].[K+]. Product: [Br:1][C:2]1[CH:7]=[CH:6][CH:5]=[CH:4][C:3]=1[O:8][CH2:11][C:10]#[CH:9]. The catalyst class is: 10. (8) Reactant: [CH:1]1([S:4]([C:7]2[CH:12]=[CH:11][C:10]([CH:13]([C:21]3[NH:22][C:23]([C:26]4[CH:31]=[CH:30][CH:29]=[CH:28][N:27]=4)=[CH:24][N:25]=3)[CH2:14][CH:15]3[CH2:20][CH2:19][O:18][CH2:17][CH2:16]3)=[CH:9][CH:8]=2)(=[O:6])=[O:5])[CH2:3][CH2:2]1.[Xe](F)[F:33].C(=O)([O-])O.[Na+]. Product: [CH:1]1([S:4]([C:7]2[CH:12]=[CH:11][C:10]([CH:13]([C:21]3[NH:22][C:23]([C:26]4[CH:31]=[CH:30][CH:29]=[CH:28][N:27]=4)=[C:24]([F:33])[N:25]=3)[CH2:14][CH:15]3[CH2:16][CH2:17][O:18][CH2:19][CH2:20]3)=[CH:9][CH:8]=2)(=[O:5])=[O:6])[CH2:2][CH2:3]1. The catalyst class is: 10. (9) Reactant: [C:1]([C:5]1[CH:6]=[C:7]2[C:12](=[CH:13][CH:14]=1)[C:11](=[O:15])[NH:10][CH2:9][CH2:8]2)([CH3:4])([CH3:3])[CH3:2]. Product: [C:1]([C:5]1[CH:6]=[C:7]2[C:12](=[CH:13][CH:14]=1)[C:11](=[O:15])[NH:10][CH:9]=[CH:8]2)([CH3:4])([CH3:2])[CH3:3]. The catalyst class is: 12. (10) Reactant: C12(CS(O)(=O)=O)C(C)(C)C(CC1)CC2=O.Cl[C:17]1[N:22]=[C:21]([NH:23][C:24]2[C:33]([F:34])=[CH:32][CH:31]=[CH:30][C:25]=2[C:26]([NH:28][CH3:29])=[O:27])[C:20]([Cl:35])=[CH:19][N:18]=1.[NH2:36][C:37]1[CH:52]=[CH:51][C:40]2[N:41]([CH2:49][CH3:50])[CH2:42][C:43]([CH2:47][OH:48])([OH:46])[CH2:44][O:45][C:39]=2[CH:38]=1. Product: [Cl:35][C:20]1[C:21]([NH:23][C:24]2[C:33]([F:34])=[CH:32][CH:31]=[CH:30][C:25]=2[C:26]([NH:28][CH3:29])=[O:27])=[N:22][C:17]([NH:36][C:37]2[CH:52]=[CH:51][C:40]3[N:41]([CH2:49][CH3:50])[CH2:42][C:43]([OH:46])([CH2:47][OH:48])[CH2:44][O:45][C:39]=3[CH:38]=2)=[N:18][CH:19]=1. The catalyst class is: 32.